Dataset: Reaction yield outcomes from USPTO patents with 853,638 reactions. Task: Predict the reaction yield, written as a fraction of the theoretical maximum amount of product (1.0 means a 100% yield; for example, 0.34 means a 34% yield). (1) The product is [CH3:15][O:16][C:17]1[N:22]=[C:21]([C:23]([NH:11][C:10]2[CH:12]=[CH:13][CH:14]=[C:8]([O:7][C:3]3[CH:2]=[N:1][CH:6]=[CH:5][CH:4]=3)[CH:9]=2)=[O:24])[CH:20]=[CH:19][CH:18]=1. The catalyst is C(Cl)Cl.O. The reactants are [N:1]1[CH:6]=[CH:5][CH:4]=[C:3]([O:7][C:8]2[CH:9]=[C:10]([CH:12]=[CH:13][CH:14]=2)[NH2:11])[CH:2]=1.[CH3:15][O:16][C:17]1[N:22]=[C:21]([C:23](O)=[O:24])[CH:20]=[CH:19][CH:18]=1.F[P-](F)(F)(F)(F)F.N1(OC(N(C)C)=[N+](C)C)C2N=CC=CC=2N=N1.CCN(C(C)C)C(C)C. The yield is 0.900. (2) The reactants are [CH3:1][C:2]1[CH:3]=[CH:4][C:5]([S:8]([NH:11]Cl)(=[O:10])=[O:9])=[CH:6][CH:7]=1.[Cl:13][C:14]1[CH:19]=[CH:18][C:17]([NH2:20])=[CH:16][CH:15]=1.[C:21]([N+:25]#[C-:26])([CH3:24])([CH3:23])[CH3:22]. The catalyst is C(Cl)Cl.[Cl-].C([N+](CC)(CC)CC)C1C=CC=CC=1. The product is [C:21]([NH:25]/[C:26](=[N:11]/[S:8]([C:5]1[CH:4]=[CH:3][C:2]([CH3:1])=[CH:7][CH:6]=1)(=[O:10])=[O:9])/[NH:20][C:17]1[CH:18]=[CH:19][C:14]([Cl:13])=[CH:15][CH:16]=1)([CH3:24])([CH3:23])[CH3:22]. The yield is 0.240. (3) The reactants are Cl[C:2]1[N:7]=[C:6]2[N:8]([CH2:11][O:12][CH2:13][CH2:14][Si:15]([CH3:18])([CH3:17])[CH3:16])[CH:9]=[CH:10][C:5]2=[C:4]([O:19][C:20]2[CH:29]=[CH:28][CH:27]=[C:26]3[C:21]=2[CH:22]=[CH:23][CH:24]=[C:25]3[C:30]([NH:32][C:33]2[CH:38]=[CH:37][CH:36]=[C:35]([C:39]([F:42])([F:41])[F:40])[CH:34]=2)=[O:31])[CH:3]=1.[NH2:43][C:44]1[CH:49]=[CH:48][C:47]([S:50]([N:53]2[CH2:58][CH2:57][N:56]([C:59]([O:61][C:62]([CH3:65])([CH3:64])[CH3:63])=[O:60])[CH2:55][CH2:54]2)(=[O:52])=[O:51])=[CH:46][CH:45]=1. No catalyst specified. The product is [F:40][C:39]([F:42])([F:41])[C:35]1[CH:34]=[C:33]([NH:32][C:30]([C:25]2[CH:24]=[CH:23][CH:22]=[C:21]3[C:26]=2[CH:27]=[CH:28][CH:29]=[C:20]3[O:19][C:4]2[CH:3]=[C:2]([NH:43][C:44]3[CH:49]=[CH:48][C:47]([S:50]([N:53]4[CH2:58][CH2:57][N:56]([C:59]([O:61][C:62]([CH3:65])([CH3:64])[CH3:63])=[O:60])[CH2:55][CH2:54]4)(=[O:51])=[O:52])=[CH:46][CH:45]=3)[N:7]=[C:6]3[N:8]([CH2:11][O:12][CH2:13][CH2:14][Si:15]([CH3:17])([CH3:18])[CH3:16])[CH:9]=[CH:10][C:5]=23)=[O:31])[CH:38]=[CH:37][CH:36]=1. The yield is 0.700. (4) The product is [C:1]([C:3]1([C:4]2[CH:5]=[C:6]([CH:11]=[CH:12][CH:13]=2)[C:7]([O:9][CH3:10])=[O:8])[CH2:19][CH2:18][CH2:17]1)#[N:2]. The catalyst is CS(C)=O. The reactants are [C:1]([CH2:3][C:4]1[CH:5]=[C:6]([CH:11]=[CH:12][CH:13]=1)[C:7]([O:9][CH3:10])=[O:8])#[N:2].[H-].[Na+].Br[CH2:17][CH2:18][CH2:19]Br. The yield is 0.420. (5) The reactants are [N:1]1[CH:6]=[CH:5][CH:4]=[C:3]([C:7]2[CH:8]3[CH2:14][CH:12]([CH:13]=2)[CH2:11][NH:10][CH2:9]3)[CH:2]=1.[ClH:15].C(OCC)C. The catalyst is C(O)C.C(O)(C)C. The product is [ClH:15].[ClH:15].[N:1]1[CH:6]=[CH:5][CH:4]=[C:3]([C:7]2[CH:8]3[CH2:14][CH:12]([CH:13]=2)[CH2:11][NH:10][CH2:9]3)[CH:2]=1. The yield is 0.870. (6) The reactants are [CH3:1][C:2]1[O:6][C:5]([C:7]2[CH:8]=[C:9]([CH2:13]O)[CH:10]=[CH:11][CH:12]=2)=[N:4][CH:3]=1.P(Br)(Br)([Br:17])=O.C([O-])(O)=O.[Na+]. The catalyst is C1COCC1. The product is [Br:17][CH2:13][C:9]1[CH:8]=[C:7]([C:5]2[O:6][C:2]([CH3:1])=[CH:3][N:4]=2)[CH:12]=[CH:11][CH:10]=1. The yield is 0.840. (7) The reactants are [CH3:1][O:2][C:3]1[CH:20]=[CH:19][C:6]([CH2:7][N:8]2[C:12]3[N:13]=[CH:14][CH:15]=[C:16]([OH:17])[C:11]=3[C:10]([CH3:18])=[N:9]2)=[CH:5][CH:4]=1.[F:21][C:22]1[CH:27]=[C:26]([N+:28]([O-:30])=[O:29])[C:25]([F:31])=[CH:24][C:23]=1F.C(=O)([O-])[O-].[K+].[K+].CN(C=O)C. The catalyst is CCOC(C)=O.CCCCCC. The product is [F:21][C:22]1[CH:27]=[C:26]([N+:28]([O-:30])=[O:29])[C:25]([F:31])=[CH:24][C:23]=1[O:17][C:16]1[CH:15]=[CH:14][N:13]=[C:12]2[N:8]([CH2:7][C:6]3[CH:5]=[CH:4][C:3]([O:2][CH3:1])=[CH:20][CH:19]=3)[N:9]=[C:10]([CH3:18])[C:11]=12. The yield is 0.550. (8) The reactants are [Cl:1][C:2]1[CH:3]=[C:4]([CH2:14][C:15]2[O:19][C:18]([C:20]3[NH:24][C:23]4[CH:25]=[CH:26][C:27]([CH2:29][OH:30])=[CH:28][C:22]=4[N:21]=3)=[CH:17][CH:16]=2)[C:5]2[O:9][C:8]([CH:10]([CH3:12])[CH3:11])=[CH:7][C:6]=2[CH:13]=1.CC(OI1(OC(C)=O)(OC(C)=O)OC(=O)C2C=CC=CC1=2)=O. The catalyst is ClCCl. The product is [Cl:1][C:2]1[CH:3]=[C:4]([CH2:14][C:15]2[O:19][C:18]([C:20]3[NH:24][C:23]4[CH:25]=[CH:26][C:27]([CH:29]=[O:30])=[CH:28][C:22]=4[N:21]=3)=[CH:17][CH:16]=2)[C:5]2[O:9][C:8]([CH:10]([CH3:11])[CH3:12])=[CH:7][C:6]=2[CH:13]=1. The yield is 0.790.